Dataset: CYP2C19 inhibition data for predicting drug metabolism from PubChem BioAssay. Task: Regression/Classification. Given a drug SMILES string, predict its absorption, distribution, metabolism, or excretion properties. Task type varies by dataset: regression for continuous measurements (e.g., permeability, clearance, half-life) or binary classification for categorical outcomes (e.g., BBB penetration, CYP inhibition). Dataset: cyp2c19_veith. (1) The drug is O=C(CN1CCN(S(=O)(=O)c2ccccc2)CC1)NC(=O)NCc1ccccc1. The result is 0 (non-inhibitor). (2) The drug is COc1ccccc1N1CCN(CCn2c(=O)[nH]c3c([nH]c4ccccc43)c2=O)CC1. The result is 0 (non-inhibitor).